Dataset: Reaction yield outcomes from USPTO patents with 853,638 reactions. Task: Predict the reaction yield, written as a fraction of the theoretical maximum amount of product (1.0 means a 100% yield; for example, 0.34 means a 34% yield). (1) The reactants are [O:1]=[C:2]1[NH:7][C:6]2[CH:8]=[C:9]([C:12](OC)=[O:13])[CH:10]=[N:11][C:5]=2[N:4]2[CH2:16][CH2:17][S:18][CH2:19][C@@H:3]12.[H-].[Na+].[H-].[Al+3].[Li+].[H-].[H-].[H-].CO. The catalyst is O1CCCC1.O.C(OCC)(=O)C. The product is [OH:13][CH2:12][C:9]1[CH:10]=[N:11][C:5]2[N:4]3[CH2:16][CH2:17][S:18][CH2:19][C@H:3]3[C:2](=[O:1])[NH:7][C:6]=2[CH:8]=1. The yield is 0.890. (2) The reactants are Cl[C:2]1[CH:3]=[C:4]([CH:9]=[C:10]([CH3:12])[N:11]=1)[C:5]([O:7][CH3:8])=[O:6].[C:13]([O:16][C:17]([CH3:22])([CH3:21])[C:18]([NH2:20])=[O:19])(=[O:15])[CH3:14]. No catalyst specified. The product is [C:13]([O:16][C:17]([CH3:22])([CH3:21])[C:18]([NH:20][C:2]1[CH:3]=[C:4]([CH:9]=[C:10]([CH3:12])[N:11]=1)[C:5]([O:7][CH3:8])=[O:6])=[O:19])(=[O:15])[CH3:14]. The yield is 0.800. (3) The yield is 0.200. The product is [CH3:1][N:2]1[C:6]([NH:7][C:14]([NH:21][C:22]2[CH:23]=[C:24]([CH:41]=[CH:42][C:43]=2[CH3:44])[O:25][C:26]2[CH:27]=[CH:28][C:29]3[N:30]([CH:32]=[C:33]([NH:35][C:36]([CH:38]4[CH2:40][CH2:39]4)=[O:37])[N:34]=3)[N:31]=2)=[O:15])=[CH:5][C:4]([CH3:8])=[N:3]1. The reactants are [CH3:1][N:2]1[C:6]([NH2:7])=[CH:5][C:4]([CH3:8])=[N:3]1.C1N=CN([C:14](N2C=NC=C2)=[O:15])C=1.[NH2:21][C:22]1[CH:23]=[C:24]([CH:41]=[CH:42][C:43]=1[CH3:44])[O:25][C:26]1[CH:27]=[CH:28][C:29]2[N:30]([CH:32]=[C:33]([NH:35][C:36]([CH:38]3[CH2:40][CH2:39]3)=[O:37])[N:34]=2)[N:31]=1.O. The catalyst is CN(C)C=O. (4) The reactants are Br[CH2:2][C:3]1[CH:8]=[CH:7][CH:6]=[CH:5][CH:4]=1.[O:9]1[CH2:11][CH:10]1[CH2:12][OH:13].[H-].[Na+]. The catalyst is C1COCC1. The product is [CH2:2]([O:13][CH2:12][CH:10]1[CH2:11][O:9]1)[C:3]1[CH:8]=[CH:7][CH:6]=[CH:5][CH:4]=1. The yield is 0.180. (5) The reactants are [NH:1]1[CH2:6][CH2:5][O:4][CH2:3][CH2:2]1.[Br:7][C:8]1[CH:13]=[CH:12][C:11]([CH2:14][C:15](Cl)=[O:16])=[CH:10][CH:9]=1. The catalyst is ClCCl. The product is [Br:7][C:8]1[CH:13]=[CH:12][C:11]([CH2:14][C:15]([N:1]2[CH2:6][CH2:5][O:4][CH2:3][CH2:2]2)=[O:16])=[CH:10][CH:9]=1. The yield is 0.740.